From a dataset of Full USPTO retrosynthesis dataset with 1.9M reactions from patents (1976-2016). Predict the reactants needed to synthesize the given product. (1) Given the product [N:1](=[C:7]([C:6](=[O:5])[CH3:13])[C:8]([O:10][CH2:11][CH3:12])=[O:9])[OH:3], predict the reactants needed to synthesize it. The reactants are: [N:1]([O-:3])=O.[Na+].[O:5]=[C:6]([CH3:13])[CH2:7][C:8]([O:10][CH2:11][CH3:12])=[O:9]. (2) Given the product [OH:57][C:55]([CH3:58])([CH3:56])[CH2:54][NH:53][C:18]([C:14]1[S:13][C:12]([CH2:11][CH2:10][C:9]2[C:5]([CH2:1][CH2:2][CH2:3][CH3:4])=[N:6][O:7][C:8]=2[CH3:21])=[N:16][C:15]=1[CH3:17])=[O:20], predict the reactants needed to synthesize it. The reactants are: [CH2:1]([C:5]1[C:9]([CH2:10][CH2:11][C:12]2[S:13][C:14]([C:18]([OH:20])=O)=[C:15]([CH3:17])[N:16]=2)=[C:8]([CH3:21])[O:7][N:6]=1)[CH2:2][CH2:3][CH3:4].F[B-](F)(F)F.N1(OC(N(C)C)=[N+](C)C)C2C=CC=CC=2N=N1.C(N(CC)C(C)C)(C)C.[NH2:53][CH2:54][C:55]([CH3:58])([OH:57])[CH3:56]. (3) Given the product [NH2:5][CH:6]([C:11]1[CH:12]=[CH:13][C:14]([Br:17])=[CH:15][CH:16]=1)[CH2:7][C:8]([O:10][CH2:1][CH2:2][CH3:3])=[O:9], predict the reactants needed to synthesize it. The reactants are: [CH2:1](O)[CH2:2][CH3:3].[NH2:5][CH:6]([C:11]1[CH:16]=[CH:15][C:14]([Br:17])=[CH:13][CH:12]=1)[CH2:7][C:8]([OH:10])=[O:9].S(=O)(=O)(O)O.[OH-].[Na+]. (4) Given the product [O:1]=[C:2]1[C:10]2[C:5](=[CH:6][CH:7]=[C:8]([CH:11]=[N:14][OH:15])[CH:9]=2)[CH2:4][O:3]1, predict the reactants needed to synthesize it. The reactants are: [O:1]=[C:2]1[C:10]2[C:5](=[CH:6][CH:7]=[C:8]([CH:11]=O)[CH:9]=2)[CH2:4][O:3]1.Cl.[NH2:14][OH:15].[OH-].[Na+]. (5) Given the product [ClH:14].[CH3:27][C:23]1[N:22]([CH2:21][C:17]2[N:18]=[N:19][CH:20]=[C:15]([C:1]3[C:10]4[C:5](=[CH:6][CH:7]=[CH:8][CH:9]=4)[CH:4]=[CH:3][CH:2]=3)[CH:16]=2)[CH:26]=[CH:25][N:24]=1, predict the reactants needed to synthesize it. The reactants are: [C:1]1(B(O)O)[C:10]2[C:5](=[CH:6][CH:7]=[CH:8][CH:9]=2)[CH:4]=[CH:3][CH:2]=1.[Cl:14][C:15]1[CH:16]=[C:17]([CH2:21][N:22]2[CH:26]=[CH:25][N:24]=[C:23]2[CH3:27])[N:18]=[N:19][CH:20]=1. (6) Given the product [OH:1][C:2]1[CH:7]=[C:6]([CH3:8])[N:10]([CH2:11][C:12]2[CH:17]=[N:16][C:15]([CH3:18])=[CH:14][N:13]=2)[C:4](=[O:9])[CH:3]=1, predict the reactants needed to synthesize it. The reactants are: [OH:1][C:2]1[CH:7]=[C:6]([CH3:8])O[C:4](=[O:9])[CH:3]=1.[NH2:10][CH2:11][C:12]1[N:13]=[CH:14][C:15]([CH3:18])=[N:16][CH:17]=1. (7) Given the product [F:1][C:2]1[CH:7]=[CH:6][C:5]([F:8])=[CH:4][C:3]=1[C:9]1[CH2:14][CH2:13][CH2:12][CH2:11][N:10]=1, predict the reactants needed to synthesize it. The reactants are: [F:1][C:2]1[CH:7]=[CH:6][C:5]([F:8])=[CH:4][C:3]=1[C:9]1(O)[CH2:14][CH2:13][CH2:12][CH2:11][N:10]1C(OC(C)(C)C)=O.C(O)(C(F)(F)F)=O. (8) Given the product [Br:21][C:18]1[CH:19]=[CH:20][C:15]([C:14]([NH:13][NH2:12])=[O:23])=[CH:16][C:17]=1[CH3:22], predict the reactants needed to synthesize it. The reactants are: C(O)(=O)C.C(OC([NH:12][NH:13][C:14](=[O:23])[C:15]1[CH:20]=[CH:19][C:18]([Br:21])=[C:17]([CH3:22])[CH:16]=1)=O)(C)(C)C.